From a dataset of Catalyst prediction with 721,799 reactions and 888 catalyst types from USPTO. Predict which catalyst facilitates the given reaction. (1) Reactant: [Cl:1][C:2]1[CH:7]=[CH:6][C:5]([CH:8]([C:26]2[CH:27]=[N:28][N:29]([CH3:31])[CH:30]=2)[N:9]2[CH:14]=[CH:13][C:12]([C:15]3[CH:20]=[CH:19][N:18]=[C:17](S(C)(=O)=O)[N:16]=3)=[CH:11][C:10]2=[O:25])=[CH:4][C:3]=1[F:32].[O:33]1[CH2:38][CH2:37][CH:36]([NH2:39])[CH2:35][CH2:34]1. Product: [Cl:1][C:2]1[CH:7]=[CH:6][C:5]([CH:8]([C:26]2[CH:27]=[N:28][N:29]([CH3:31])[CH:30]=2)[N:9]2[CH:14]=[CH:13][C:12]([C:15]3[CH:20]=[CH:19][N:18]=[C:17]([NH:39][CH:36]4[CH2:37][CH2:38][O:33][CH2:34][CH2:35]4)[N:16]=3)=[CH:11][C:10]2=[O:25])=[CH:4][C:3]=1[F:32]. The catalyst class is: 566. (2) Reactant: [CH2:1]([O:3][C:4]([N:6]1[C:15]2[C:10](=[CH:11][C:12]([C:16]([F:19])([F:18])[F:17])=[CH:13][CH:14]=2)[CH:9]([CH:20]([C:26]2[CH:31]=[C:30]([C:32]([F:35])([F:34])[F:33])[CH:29]=[C:28]([C:36]([F:39])([F:38])[F:37])[CH:27]=2)OS(C)(=O)=O)[CH2:8][CH:7]1[CH2:40][CH3:41])=[O:5])[CH3:2].CN(C=O)C.[N-:47]=[N+:48]=[N-:49].[Na+]. Product: [CH2:1]([O:3][C:4]([N:6]1[C:15]2[C:10](=[CH:11][C:12]([C:16]([F:19])([F:18])[F:17])=[CH:13][CH:14]=2)[CH:9]([CH:20]([N:47]=[N+:48]=[N-:49])[C:26]2[CH:31]=[C:30]([C:32]([F:35])([F:34])[F:33])[CH:29]=[C:28]([C:36]([F:39])([F:38])[F:37])[CH:27]=2)[CH2:8][CH:7]1[CH2:40][CH3:41])=[O:5])[CH3:2]. The catalyst class is: 25. (3) Reactant: [CH3:1][O:2][C:3](=[O:28])[CH2:4][CH2:5][CH2:6][CH2:7][CH2:8][NH:9][C:10]1[C:11]2[C:18]([C:19]3[CH:24]=[CH:23][C:22]([O:25][CH3:26])=[CH:21][CH:20]=3)=[C:17](Br)[O:16][C:12]=2[N:13]=[CH:14][N:15]=1.[F:29][C:30]1[CH:35]=[CH:34][CH:33]=[C:32]([O:36][CH3:37])[C:31]=1B(O)O.C(=O)([O-])[O-].[Na+].[Na+]. Product: [CH3:1][O:2][C:3](=[O:28])[CH2:4][CH2:5][CH2:6][CH2:7][CH2:8][NH:9][C:10]1[C:11]2[C:18]([C:19]3[CH:24]=[CH:23][C:22]([O:25][CH3:26])=[CH:21][CH:20]=3)=[C:17]([C:31]3[C:32]([O:36][CH3:37])=[CH:33][CH:34]=[CH:35][C:30]=3[F:29])[O:16][C:12]=2[N:13]=[CH:14][N:15]=1. The catalyst class is: 57. (4) Reactant: [F:1][C:2]1[CH:3]=[C:4]([C:12]2[CH:17]=[CH:16][C:15]([O:18][CH2:19][CH:20]3[CH2:25][CH2:24][N:23]([CH2:26][C:27]([F:30])([CH3:29])[CH3:28])[CH2:22][CH2:21]3)=[C:14]([F:31])[CH:13]=2)[CH:5]=[CH:6][C:7]=1[C:8]([O:10]C)=[O:9].O.O[Li].O.Cl. Product: [F:1][C:2]1[CH:3]=[C:4]([C:12]2[CH:17]=[CH:16][C:15]([O:18][CH2:19][CH:20]3[CH2:25][CH2:24][N:23]([CH2:26][C:27]([F:30])([CH3:28])[CH3:29])[CH2:22][CH2:21]3)=[C:14]([F:31])[CH:13]=2)[CH:5]=[CH:6][C:7]=1[C:8]([OH:10])=[O:9]. The catalyst class is: 36. (5) Reactant: [N:1]1[N:2]([C:6]2[CH:24]=[CH:23][CH:22]=[CH:21][C:7]=2[CH2:8][N:9]2[CH2:14][CH2:13][CH2:12][C:11]3([CH2:19][CH2:18][NH:17][CH2:16][CH2:15]3)[C:10]2=[O:20])[N:3]=[CH:4][CH:5]=1.C(N(C(C)C)CC)(C)C.Cl[C:35]1[CH:44]=[N:43][C:42]2[C:37](=[CH:38][CH:39]=[CH:40][CH:41]=2)[N:36]=1. Product: [N:1]1[N:2]([C:6]2[CH:24]=[CH:23][CH:22]=[CH:21][C:7]=2[CH2:8][N:9]2[CH2:14][CH2:13][CH2:12][C:11]3([CH2:15][CH2:16][N:17]([C:35]4[CH:44]=[N:43][C:42]5[C:37](=[CH:38][CH:39]=[CH:40][CH:41]=5)[N:36]=4)[CH2:18][CH2:19]3)[C:10]2=[O:20])[N:3]=[CH:4][CH:5]=1. The catalyst class is: 10.